Dataset: Full USPTO retrosynthesis dataset with 1.9M reactions from patents (1976-2016). Task: Predict the reactants needed to synthesize the given product. Given the product [C:1]([Si:5]([CH3:16])([CH3:15])[O:6][CH2:7][CH2:8][CH2:9][N:10]1[C:14]([CH3:17])=[N:13][CH:12]=[N:11]1)([CH3:2])([CH3:4])[CH3:3], predict the reactants needed to synthesize it. The reactants are: [C:1]([Si:5]([CH3:16])([CH3:15])[O:6][CH2:7][CH2:8][CH2:9][N:10]1[CH:14]=[N:13][CH:12]=[N:11]1)([CH3:4])([CH3:3])[CH3:2].[CH2:17]([Li])CCC.CI.[Cl-].[NH4+].